Task: Predict the reaction yield, written as a fraction of the theoretical maximum amount of product (1.0 means a 100% yield; for example, 0.34 means a 34% yield).. Dataset: Reaction yield outcomes from USPTO patents with 853,638 reactions (1) The reactants are [H-].[Na+].[CH3:3][N:4]1[CH2:9][CH2:8][O:7][CH2:6][CH:5]1[CH2:10][OH:11].[N+](C1C=CC([O:21][C:22]([N:24]2[CH2:29][CH2:28][N:27]([C:30]3[CH:35]=[CH:34][C:33]([F:36])=[CH:32][CH:31]=3)[CH2:26][CH2:25]2)=O)=CC=1)([O-])=O.C([O-])(O)=O.[Na+]. The product is [F:36][C:33]1[CH:32]=[CH:31][C:30]([N:27]2[CH2:26][CH2:25][N:24]([C:22]([O:11][CH2:10][CH:5]3[CH2:6][O:7][CH2:8][CH2:9][N:4]3[CH3:3])=[O:21])[CH2:29][CH2:28]2)=[CH:35][CH:34]=1. The catalyst is C1COCC1. The yield is 0.830. (2) The reactants are O[Li].O.Cl.Cl.[NH2:6][CH:7]([C:48]([O:50]C)=[O:49])[CH2:8][CH2:9][CH2:10][CH2:11][NH:12][S:13]([C:16]1[C:29]2[C:30]3=[C:31]4[C:26](=[CH:27][CH:28]=2)[C:25]([OH:32])=[CH:24][C:23]([OH:33])=[C:22]4[CH:21]=[CH:20][C:19]3=[C:18]([S:34](=[O:47])(=[O:46])[NH:35][CH2:36][CH2:37][CH2:38][CH2:39][CH:40]([C:42]([O:44]C)=[O:43])[NH2:41])[CH:17]=1)(=[O:15])=[O:14]. The catalyst is O.CO. The product is [NH2:41][CH:40]([C:42]([OH:44])=[O:43])[CH2:39][CH2:38][CH2:37][CH2:36][NH:35][S:34]([C:18]1[C:19]2[C:30]3=[C:31]4[C:22](=[CH:21][CH:20]=2)[C:23]([OH:33])=[CH:24][C:25]([OH:32])=[C:26]4[CH:27]=[CH:28][C:29]3=[C:16]([S:13](=[O:15])(=[O:14])[NH:12][CH2:11][CH2:10][CH2:9][CH2:8][CH:7]([C:48]([OH:50])=[O:49])[NH2:6])[CH:17]=1)(=[O:46])=[O:47]. The yield is 0.960.